This data is from Forward reaction prediction with 1.9M reactions from USPTO patents (1976-2016). The task is: Predict the product of the given reaction. (1) Given the reactants [CH2:1]([C:8]1[C:16]2[C:11](=[CH:12][CH:13]=[C:14]([Br:17])[CH:15]=2)[NH:10][C:9]=1[CH3:18])[C:2]1[CH:7]=[CH:6][CH:5]=[CH:4][CH:3]=1.[CH2:19](Br)[C:20]1[CH:25]=[CH:24][CH:23]=[CH:22][CH:21]=1, predict the reaction product. The product is: [CH2:19]([N:10]1[C:11]2[C:16](=[CH:15][C:14]([Br:17])=[CH:13][CH:12]=2)[C:8]([CH2:1][C:2]2[CH:3]=[CH:4][CH:5]=[CH:6][CH:7]=2)=[C:9]1[CH3:18])[C:20]1[CH:25]=[CH:24][CH:23]=[CH:22][CH:21]=1. (2) Given the reactants C(OC([CH:6]1[CH2:11][CH2:10][NH:9][CH:8]([C:12]2[CH:17]=[CH:16][CH:15]=[CH:14][CH:13]=2)[C:7]1=[O:18])=O)C.[OH-].[Na+], predict the reaction product. The product is: [C:12]1([CH:8]2[C:7](=[O:18])[CH2:6][CH2:11][CH2:10][NH:9]2)[CH:13]=[CH:14][CH:15]=[CH:16][CH:17]=1. (3) Given the reactants [CH3:1][O:2][C:3]1[C:11]2[O:10][CH:9]=[CH:8][C:7]=2[CH:6]=[CH:5][CH:4]=1, predict the reaction product. The product is: [CH3:1][O:2][C:3]1[C:11]2[O:10][CH2:9][CH2:8][C:7]=2[CH:6]=[CH:5][CH:4]=1.